Dataset: Peptide-MHC class II binding affinity with 134,281 pairs from IEDB. Task: Regression. Given a peptide amino acid sequence and an MHC pseudo amino acid sequence, predict their binding affinity value. This is MHC class II binding data. (1) The peptide sequence is MAKKGGEAMDTISVF. The MHC is DRB1_0404 with pseudo-sequence DRB1_0404. The binding affinity (normalized) is 0. (2) The peptide sequence is WDDLRSLCLFSYHRLR. The MHC is H-2-IAd with pseudo-sequence H-2-IAd. The binding affinity (normalized) is 0.292. (3) The binding affinity (normalized) is 0.314. The peptide sequence is TYQNKVVKVLRPTPR. The MHC is DRB1_0802 with pseudo-sequence DRB1_0802. (4) The peptide sequence is KAVEAYLVAHPDLYK. The MHC is HLA-DQA10301-DQB10302 with pseudo-sequence HLA-DQA10301-DQB10302. The binding affinity (normalized) is 0.401.